Dataset: Catalyst prediction with 721,799 reactions and 888 catalyst types from USPTO. Task: Predict which catalyst facilitates the given reaction. Reactant: [NH2:1][C:2]1[C:7]([O:8]C)=[C:6]([Br:10])[C:5]([C:11]2[CH:16]=[CH:15][CH:14]=[CH:13][CH:12]=2)=[C:4]([CH3:17])[C:3]=1[C:18]#[N:19].BrB(Br)Br.C(=O)([O-])[O-].[Na+].[Na+]. Product: [NH2:1][C:2]1[C:7]([OH:8])=[C:6]([Br:10])[C:5]([C:11]2[CH:16]=[CH:15][CH:14]=[CH:13][CH:12]=2)=[C:4]([CH3:17])[C:3]=1[C:18]#[N:19]. The catalyst class is: 46.